Dataset: Reaction yield outcomes from USPTO patents with 853,638 reactions. Task: Predict the reaction yield, written as a fraction of the theoretical maximum amount of product (1.0 means a 100% yield; for example, 0.34 means a 34% yield). (1) The product is [N:1]1([CH2:7][CH2:8][CH2:9][N:10]2[C:18]3[C:13](=[CH:14][CH:15]=[C:16]([NH:19][C:25]([C:27]4[S:28][CH:29]=[CH:30][CH:31]=4)=[NH:26])[CH:17]=3)[CH:12]=[CH:11]2)[CH2:6][CH2:5][O:4][CH2:3][CH2:2]1. The catalyst is [Pd].C(O)C. The yield is 0.920. The reactants are [N:1]1([CH2:7][CH2:8][CH2:9][N:10]2[C:18]3[C:13](=[CH:14][CH:15]=[C:16]([N+:19]([O-])=O)[CH:17]=3)[CH:12]=[CH:11]2)[CH2:6][CH2:5][O:4][CH2:3][CH2:2]1.I.CS[C:25]([C:27]1[S:28][CH:29]=[CH:30][CH:31]=1)=[NH:26]. (2) The reactants are [C:1]([O:9][CH2:10][CH:11]1[CH2:13][O:12]1)(=[O:8])[C:2]1[CH:7]=[CH:6][CH:5]=[CH:4][CH:3]=1.[OH:14][C:15]1[CH:16]=[C:17]([CH2:22][C@H:23]([NH:27][C:28]([O:30][C:31]([CH3:34])([CH3:33])[CH3:32])=[O:29])[C:24]([OH:26])=[O:25])[CH:18]=[CH:19][C:20]=1[OH:21]. The catalyst is [Br-].C([N+](CCCC)(CCCC)CCCC)CCC.C1(C)C=CC=CC=1. The product is [OH:14][C:15]1[CH:16]=[C:17]([CH2:22][C@H:23]([NH:27][C:28]([O:30][C:31]([CH3:34])([CH3:33])[CH3:32])=[O:29])[C:24]([O:26][CH2:13][CH:11]([OH:12])[CH2:10][O:9][C:1]([C:2]2[CH:7]=[CH:6][CH:5]=[CH:4][CH:3]=2)=[O:8])=[O:25])[CH:18]=[CH:19][C:20]=1[OH:21]. The yield is 0.260. (3) The reactants are C(OC(N1CCC(C([O:20][C:21]2[CH:43]=[CH:42][C:24]3[C:25]4[N:29]([CH2:30][CH2:31][O:32][C:23]=3[CH:22]=2)[CH:28]=[C:27]([C:33]2[N:34]([CH:39]([CH3:41])[CH3:40])[N:35]=[C:36]([CH3:38])[N:37]=2)[N:26]=4)CC)CC1)=O)C1C=CC=CC=1.[H-].[Na+].[CH2:46]([O:48][C:49](=[O:61])[C:50](Br)([CH2:56][CH:57]1[CH2:59][CH2:58]1)[C:51]([O:53][CH2:54][CH3:55])=[O:52])[CH3:47]. The catalyst is CN(C=O)C. The product is [CH2:46]([O:48][C:49](=[O:61])[C:50]([CH2:56][CH:57]1[CH2:59][CH2:58]1)([O:20][C:21]1[CH:43]=[CH:42][C:24]2[C:25]3[N:29]([CH2:30][CH2:31][O:32][C:23]=2[CH:22]=1)[CH:28]=[C:27]([C:33]1[N:34]([CH:39]([CH3:41])[CH3:40])[N:35]=[C:36]([CH3:38])[N:37]=1)[N:26]=3)[C:51]([O:53][CH2:54][CH3:55])=[O:52])[CH3:47]. The yield is 0.370. (4) The reactants are Br[C:2]1[C:3]([C:10]([O:12]C)=O)=[N:4][C:5]([S:8][CH3:9])=[N:6][CH:7]=1.Cl.[NH2:15][C:16]1[CH:21]=[C:20]([C:22]([O:24][CH3:25])=[O:23])[CH:19]=[CH:18][C:17]=1B(O)O.C([O-])(=O)C.[Na+]. The catalyst is CN(C=O)C. The product is [CH3:9][S:8][C:5]1[N:6]=[CH:7][C:2]2[C:17]3[CH:18]=[CH:19][C:20]([C:22]([O:24][CH3:25])=[O:23])=[CH:21][C:16]=3[NH:15][C:10](=[O:12])[C:3]=2[N:4]=1. The yield is 0.100. (5) The reactants are [CH3:1][C:2]1[O:6][N:5]=[C:4]([C:7]2[CH:12]=[CH:11][CH:10]=[CH:9][CH:8]=2)[C:3]=1[CH2:13][O:14][C:15]1[CH:23]=[CH:22][C:18]([C:19]([OH:21])=O)=[CH:17][N:16]=1.Cl.[CH3:25][C:26]1([NH2:29])[CH2:28][CH2:27]1. No catalyst specified. The product is [CH3:25][C:26]1([NH:29][C:19](=[O:21])[C:18]2[CH:22]=[CH:23][C:15]([O:14][CH2:13][C:3]3[C:4]([C:7]4[CH:8]=[CH:9][CH:10]=[CH:11][CH:12]=4)=[N:5][O:6][C:2]=3[CH3:1])=[N:16][CH:17]=2)[CH2:28][CH2:27]1. The yield is 0.830.